This data is from Catalyst prediction with 721,799 reactions and 888 catalyst types from USPTO. The task is: Predict which catalyst facilitates the given reaction. (1) Reactant: Cl[C:2]1[NH:3][C:4]([C:12]2[CH:17]=[CH:16][CH:15]=[CH:14][C:13]=2[F:18])=[CH:5][C:6]=1[C:7]([O:9][CH2:10][CH3:11])=[O:8]. Product: [F:18][C:13]1[CH:14]=[CH:15][CH:16]=[CH:17][C:12]=1[C:4]1[NH:3][CH:2]=[C:6]([C:7]([O:9][CH2:10][CH3:11])=[O:8])[CH:5]=1. The catalyst class is: 178. (2) Reactant: Cl[C:2]([O:4][CH3:5])=[O:3].[NH2:6][C:7]1[S:8][CH:9]=[CH:10][C:11]=1[C:12]#[N:13].N1C=CC=CC=1.O. Product: [C:12]([C:11]1[CH:10]=[CH:9][S:8][C:7]=1[NH:6][C:2](=[O:3])[O:4][CH3:5])#[N:13]. The catalyst class is: 4. (3) Product: [CH:11]([C:7]1[CH:8]=[CH:9][CH:10]=[C:4]([CH:1]([CH3:3])[CH3:2])[C:5]=1[N:6]=[N:38][C:27]1[CH:28]=[C:29]([C:31]([CH3:34])([CH3:33])[CH3:32])[CH:30]=[C:25]([C:21]([CH3:24])([CH3:23])[CH3:22])[C:26]=1[OH:35])([CH3:13])[CH3:12]. Reactant: [CH:1]([C:4]1[CH:10]=[CH:9][CH:8]=[C:7]([CH:11]([CH3:13])[CH3:12])[C:5]=1[NH2:6])([CH3:3])[CH3:2].C1([O-])C=CC=CC=1.[C:21]([C:25]1[CH:30]=[C:29]([C:31]([CH3:34])([CH3:33])[CH3:32])[CH:28]=[CH:27][C:26]=1[OH:35])([CH3:24])([CH3:23])[CH3:22].[OH-].[Na+].[N:38]1C=CC=CC=1. The catalyst class is: 93. (4) Reactant: [CH3:1][C:2]1[O:6][C:5]([C:7]2[CH:8]=[CH:9][C:10]3[O:14][CH:13]=[C:12]([CH:15]=[O:16])[C:11]=3[CH:17]=2)=[N:4][N:3]=1.C1(C)C=CC(S([CH2:27][N+:28]#[C-:29])(=O)=O)=CC=1.C(=O)([O-])[O-].[K+].[K+]. Product: [CH3:1][C:2]1[O:6][C:5]([C:7]2[CH:8]=[CH:9][C:10]3[O:14][CH:13]=[C:12]([C:15]4[O:16][CH:29]=[N:28][CH:27]=4)[C:11]=3[CH:17]=2)=[N:4][N:3]=1. The catalyst class is: 125. (5) Product: [CH2:23]([O:6][CH2:5][CH:4]([CH2:1][CH2:2][CH3:3])[CH2:7][CH2:8][CH2:9][CH2:10][CH3:11])[CH:25]1[O:27][CH2:26]1. The catalyst class is: 6. Reactant: [CH2:1]([CH:4]([CH2:7][CH2:8][CH2:9][CH2:10][CH3:11])[CH2:5][OH:6])[CH2:2][CH3:3].[OH-].[Na+].CN(C)C1CCCCC1.[CH2:23]([CH:25]1[O:27][CH2:26]1)Cl. (6) Reactant: [CH3:1][O:2][C:3]([C:5]1([C:11]2[CH:16]=[CH:15][C:14]([N+:17]([O-])=O)=[CH:13][CH:12]=2)[CH2:10][CH2:9][O:8][CH2:7][CH2:6]1)=[O:4]. Product: [CH3:1][O:2][C:3]([C:5]1([C:11]2[CH:12]=[CH:13][C:14]([NH2:17])=[CH:15][CH:16]=2)[CH2:6][CH2:7][O:8][CH2:9][CH2:10]1)=[O:4]. The catalyst class is: 19.